From a dataset of Full USPTO retrosynthesis dataset with 1.9M reactions from patents (1976-2016). Predict the reactants needed to synthesize the given product. (1) Given the product [CH2:1]([O:5][C:6]([C:8]1[C:9]([OH:19])=[C:10]2[C:17]([CH3:18])=[N:16][S:15][C:11]2=[C:12]([C:20]2[CH:25]=[CH:24][CH:23]=[CH:22][CH:21]=2)[N:13]=1)=[O:7])[CH2:2][CH2:3][CH3:4], predict the reactants needed to synthesize it. The reactants are: [CH2:1]([O:5][C:6]([C:8]1[C:9]([OH:19])=[C:10]2[C:17]([CH3:18])=[N:16][S:15][C:11]2=[C:12](Br)[N:13]=1)=[O:7])[CH2:2][CH2:3][CH3:4].[C:20]1(B(O)O)[CH:25]=[CH:24][CH:23]=[CH:22][CH:21]=1. (2) Given the product [C:1]([O:5][C:6]([N:7]1[CH2:8][CH2:9][O:13][CH:12]([C:14]2[CH:19]=[CH:18][C:17]([Br:20])=[CH:16][C:15]=2[F:21])[CH2:11]1)=[O:22])([CH3:4])([CH3:3])[CH3:2], predict the reactants needed to synthesize it. The reactants are: [C:1]([O:5][C:6](=[O:22])[N:7]([CH2:11][CH:12]([C:14]1[CH:19]=[CH:18][C:17]([Br:20])=[CH:16][C:15]=1[F:21])[OH:13])[CH2:8][CH2:9]O)([CH3:4])([CH3:3])[CH3:2].C1(P(C2C=CC=CC=2)C2C=CC=CC=2)C=CC=CC=1.CC(OC(/N=N/C(OC(C)C)=O)=O)C. (3) The reactants are: [NH2:1][C:2]1[CH:7]=[CH:6][CH:5]=[CH:4][CH:3]=1.Br[C:9]1[CH:16]=[CH:15][C:14]2[CH2:13][CH2:12][C:11]=2[CH:10]=1.[CH3:17][C:18](C)([O-])C.[Na+].[C:23]1(C)[CH:28]=[CH:27][CH:26]=[CH:25][CH:24]=1. Given the product [C:4]12[CH2:18][CH2:17][C:5]1=[CH:6][CH:7]=[C:2]([N:1]([C:23]1[CH:24]=[CH:25][CH:26]=[CH:27][CH:28]=1)[C:9]1[CH:16]=[CH:15][C:14]3[CH2:13][CH2:12][C:11]=3[CH:10]=1)[CH:3]=2, predict the reactants needed to synthesize it. (4) Given the product [CH2:19]([O:18][CH2:17][C:12]([CH2:11][O:10][CH2:1][CH2:2][CH2:3][CH2:4][CH2:5][CH2:6][CH2:7][CH2:8][CH3:9])([CH2:15][CH3:16])[CH2:13][O:14][C:42](=[O:52])[CH2:43][CH2:44][CH2:45][CH2:46][CH2:47][CH2:48][CH2:49][CH2:50][CH3:51])[CH2:20][CH2:21][CH2:22][CH2:23][CH2:24][CH2:25][CH2:26][CH3:27], predict the reactants needed to synthesize it. The reactants are: [CH2:1]([O:10][CH2:11][C:12]([CH2:17][O:18][CH2:19][CH2:20][CH2:21][CH2:22][CH2:23][CH2:24][CH2:25][CH2:26][CH3:27])([CH2:15][CH3:16])[CH2:13][OH:14])[CH2:2][CH2:3][CH2:4][CH2:5][CH2:6][CH2:7][CH2:8][CH3:9].CN(C)C1C=CC=CC=1.O1CCCC1.[C:42](Cl)(=[O:52])[CH2:43][CH2:44][CH2:45][CH2:46][CH2:47][CH2:48][CH2:49][CH2:50][CH3:51]. (5) Given the product [Cl:20][C:21]1[N:22]=[N+:23]([O-:5])[C:24]([Cl:27])=[CH:25][CH:26]=1, predict the reactants needed to synthesize it. The reactants are: OO.NC(N)=[O:5].FC(F)(F)C(OC(=O)C(F)(F)F)=O.[Cl:20][C:21]1[N:22]=[N:23][C:24]([Cl:27])=[CH:25][CH:26]=1.S([O-])([O-])=O.[Na+].[Na+]. (6) Given the product [Cl:10][CH2:11][C:12]([N:7]1[CH2:6][CH2:5][NH:4][C:3](=[O:8])[C:2]1([CH3:9])[CH3:1])=[O:13], predict the reactants needed to synthesize it. The reactants are: [CH3:1][C:2]1([CH3:9])[NH:7][CH2:6][CH2:5][NH:4][C:3]1=[O:8].[Cl:10][CH2:11][C:12](Cl)=[O:13].